From a dataset of Experimental lipophilicity measurements (octanol/water distribution) for 4,200 compounds from AstraZeneca. Regression/Classification. Given a drug SMILES string, predict its absorption, distribution, metabolism, or excretion properties. Task type varies by dataset: regression for continuous measurements (e.g., permeability, clearance, half-life) or binary classification for categorical outcomes (e.g., BBB penetration, CYP inhibition). For this dataset (lipophilicity_astrazeneca), we predict Y. (1) The Y is 2.83 logD. The compound is Cc1c(Cl)ccc(OC2CCN(C[C@H](O)CNC(=O)c3c[nH]c(=O)c4cc(S(C)(=O)=O)ccc34)CC2)c1Cl. (2) The compound is CC(C)(C)CNc1nc(C#N)nc(N2CCOCC2)c1N. The Y is 3.08 logD. (3) The Y is 2.91 logD. The compound is CNc1c(Br)cnc2[nH]c(-c3ccc(OCCN4CCN(C)CC4)cc3)nc12. (4) The molecule is CC[C@H](NC(=O)c1c(N)c(-c2cccc(F)c2)nc2ccccc12)c1ccccc1. The Y is 4.05 logD.